From a dataset of Forward reaction prediction with 1.9M reactions from USPTO patents (1976-2016). Predict the product of the given reaction. Given the reactants [Li]CCCC.Br[C:7]1[S:8][CH:9]=[CH:10][C:11]=1[Br:12].[C:13](=[O:15])=[O:14], predict the reaction product. The product is: [Br:12][C:11]1[CH:10]=[CH:9][S:8][C:7]=1[C:13]([OH:15])=[O:14].